This data is from Peptide-MHC class I binding affinity with 185,985 pairs from IEDB/IMGT. The task is: Regression. Given a peptide amino acid sequence and an MHC pseudo amino acid sequence, predict their binding affinity value. This is MHC class I binding data. (1) The peptide sequence is WMYRQQNPI. The MHC is HLA-A02:06 with pseudo-sequence HLA-A02:06. The binding affinity (normalized) is 0.372. (2) The peptide sequence is PPLISILMIF. The MHC is HLA-B07:02 with pseudo-sequence HLA-B07:02. The binding affinity (normalized) is 0.483.